From a dataset of Choline transporter screen with 302,306 compounds. Binary Classification. Given a drug SMILES string, predict its activity (active/inactive) in a high-throughput screening assay against a specified biological target. (1) The compound is s1c2c(nc1NC(=O)COc1ccccc1)ccc(NC(=O)C)c2. The result is 0 (inactive). (2) The compound is O1C(CN(CC1C)CC(=O)N\N=C(/c1ccccc1)c1ccccc1)C. The result is 0 (inactive). (3) The compound is O=c1[nH]c2c(cc1C(N1CCN(CC1)CCC)c1n(nnn1)C1CCCCC1)cc(OCC)cc2. The result is 0 (inactive). (4) The compound is Clc1cc(N(CCC#N)C(=O)CCl)ccc1. The result is 0 (inactive). (5) The compound is Clc1c(NC(=O)c2ccc(C(C)(C)C)cc2)cccc1. The result is 0 (inactive). (6) The drug is S(=O)(=O)(N1CCOCC1)c1ccc(cc1)C(=O)NNC(=S)Nc1ccc(OC)cc1. The result is 0 (inactive). (7) The molecule is S(c1c(OCc2onc(C(=O)N(CC3OCCOC3)C)c2)cccc1)C. The result is 0 (inactive).